Task: Regression. Given a peptide amino acid sequence and an MHC pseudo amino acid sequence, predict their binding affinity value. This is MHC class I binding data.. Dataset: Peptide-MHC class I binding affinity with 185,985 pairs from IEDB/IMGT (1) The peptide sequence is YMFESKSMK. The MHC is HLA-A02:01 with pseudo-sequence HLA-A02:01. The binding affinity (normalized) is 0.430. (2) The peptide sequence is WFHISCLTF. The MHC is HLA-A24:02 with pseudo-sequence HLA-A24:02. The binding affinity (normalized) is 0.525. (3) The binding affinity (normalized) is 0. The peptide sequence is AASCGGAVF. The MHC is HLA-A68:01 with pseudo-sequence HLA-A68:01. (4) The peptide sequence is KLGGGQYGEV. The MHC is HLA-A02:01 with pseudo-sequence HLA-A02:01. The binding affinity (normalized) is 0.320.